This data is from Forward reaction prediction with 1.9M reactions from USPTO patents (1976-2016). The task is: Predict the product of the given reaction. (1) Given the reactants [Br-:1].C([N:4]([CH2:7][CH3:8])CC)C.[CH3:9][C:10]([S:13](Cl)=[O:14])([CH3:12])[CH3:11], predict the reaction product. The product is: [Br:1][CH2:8][CH2:7][NH:4][S:13]([C:10]([CH3:12])([CH3:11])[CH3:9])=[O:14]. (2) Given the reactants [C:1]([O:5][C:6]([N:8]1[CH2:20][C@@H:19]([CH3:21])[N:18]2[C:10](=[CH:11][C:12]3[C:17]2=[N:16][C:15]([Br:22])=[C:14]([O:23][CH2:24][CH3:25])[CH:13]=3)[CH2:9]1)=[O:7])([CH3:4])([CH3:3])[CH3:2].C([BH3-])#N.[Na+], predict the reaction product. The product is: [C:1]([O:5][C:6]([N:8]1[CH2:20][C@@H:19]([CH3:21])[N:18]2[C@H:10]([CH2:11][C:12]3[C:17]2=[N:16][C:15]([Br:22])=[C:14]([O:23][CH2:24][CH3:25])[CH:13]=3)[CH2:9]1)=[O:7])([CH3:2])([CH3:4])[CH3:3]. (3) Given the reactants [OH-:1].[Na+].OO.[OH:5][C@H:6]1[CH2:11][CH2:10][C@H:9]([NH:12][C:13]2[CH:20]=[C:19]([N:21]3[C:29]4[C:24](=[C:25]([C:30]5[CH:31]=[N:32][C:33]6[C:38]([CH:39]=5)=[CH:37][CH:36]=[CH:35][CH:34]=6)[CH:26]=[CH:27][CH:28]=4)[C:23]([C:40]([F:43])([F:42])[F:41])=[N:22]3)[CH:18]=[CH:17][C:14]=2[C:15]#[N:16])[CH2:8][CH2:7]1.O, predict the reaction product. The product is: [OH:5][C@H:6]1[CH2:11][CH2:10][C@H:9]([NH:12][C:13]2[CH:20]=[C:19]([N:21]3[C:29]4[C:24](=[C:25]([C:30]5[CH:31]=[N:32][C:33]6[C:38]([CH:39]=5)=[CH:37][CH:36]=[CH:35][CH:34]=6)[CH:26]=[CH:27][CH:28]=4)[C:23]([C:40]([F:43])([F:42])[F:41])=[N:22]3)[CH:18]=[CH:17][C:14]=2[C:15]([NH2:16])=[O:1])[CH2:8][CH2:7]1. (4) Given the reactants Cl[C:2]1[C:11]2=[N:12][N:13](CC3C=CC(OC)=CC=3)[CH:14]=[C:10]2[C:9]2[CH:8]=[C:7]([O:24][CH3:25])[CH:6]=[CH:5][C:4]=2[N:3]=1.[NH2:26][C:27]1[CH:42]=[CH:41][C:30]([C:31]([NH:33][CH2:34][CH2:35][N:36]([CH2:39][CH3:40])[CH2:37][CH3:38])=[O:32])=[CH:29][CH:28]=1.Cl, predict the reaction product. The product is: [CH2:39]([N:36]([CH2:37][CH3:38])[CH2:35][CH2:34][NH:33][C:31](=[O:32])[C:30]1[CH:29]=[CH:28][C:27]([NH:26][C:2]2[C:11]3=[N:12][NH:13][CH:14]=[C:10]3[C:9]3[CH:8]=[C:7]([O:24][CH3:25])[CH:6]=[CH:5][C:4]=3[N:3]=2)=[CH:42][CH:41]=1)[CH3:40].